Predict the reaction yield, written as a fraction of the theoretical maximum amount of product (1.0 means a 100% yield; for example, 0.34 means a 34% yield). From a dataset of Reaction yield outcomes from USPTO patents with 853,638 reactions. (1) The reactants are [CH2:1]([O:3][P:4]([CH2:9][CH2:10][NH:11][CH2:12][C:13]([CH3:36])=[CH:14][CH2:15][C:16]1[C:17]([O:29][CH2:30][CH2:31][Si:32]([CH3:35])([CH3:34])[CH3:33])=[C:18]2[C:22](=[C:23]([CH3:27])[C:24]=1[O:25][CH3:26])[CH2:21][O:20][C:19]2=[O:28])(=[O:8])[O:5][CH2:6][CH3:7])[CH3:2].[CH3:37][S:38](Cl)(=[O:40])=[O:39].N1C=CC=CC=1. The catalyst is C(Cl)Cl. The product is [CH2:1]([O:3][P:4]([CH2:9][CH2:10][N:11]([S:38]([CH3:37])(=[O:40])=[O:39])[CH2:12][C:13]([CH3:36])=[CH:14][CH2:15][C:16]1[C:17]([O:29][CH2:30][CH2:31][Si:32]([CH3:33])([CH3:34])[CH3:35])=[C:18]2[C:22](=[C:23]([CH3:27])[C:24]=1[O:25][CH3:26])[CH2:21][O:20][C:19]2=[O:28])(=[O:8])[O:5][CH2:6][CH3:7])[CH3:2]. The yield is 0.630. (2) The reactants are C([BH3-])#N.[Na+].[NH2:5][C:6]1[CH:11]=[CH:10][CH:9]=[CH:8][C:7]=1[C:12]([OH:19])([CH2:16][CH2:17][CH3:18])[CH2:13][CH2:14][CH3:15].[CH3:20][C:21]([NH:26][C:27](=[O:33])[O:28][C:29]([CH3:32])([CH3:31])[CH3:30])([CH3:25])[CH2:22][CH:23]=O. The catalyst is CO.CC(O)=O.CCOC(C)=O. The product is [OH:19][C:12]([C:7]1[CH:8]=[CH:9][CH:10]=[CH:11][C:6]=1[NH:5][CH2:23][CH2:22][C:21]([NH:26][C:27](=[O:33])[O:28][C:29]([CH3:32])([CH3:31])[CH3:30])([CH3:25])[CH3:20])([CH2:16][CH2:17][CH3:18])[CH2:13][CH2:14][CH3:15]. The yield is 1.00. (3) The reactants are [Br:1][C:2]1[CH:33]=[N:32][C:5]2=[N:6][C:7]([N:19]3[CH2:22][CH:21]([N:23](C)[C:24](=O)OC(C)(C)C)[CH2:20]3)=[C:8]([NH:10][CH2:11][CH:12](OCC)OCC)[N:9]=[C:4]2[CH:3]=1.CC1C=CC(S(O)(=O)=O)=CC=1.O.C([O-])(O)=O.[Na+]. The catalyst is CC(O)C. The product is [Br:1][C:2]1[CH:33]=[N:32][C:5]2[N:6]=[C:7]([N:19]3[CH2:20][CH:21]([NH:23][CH3:24])[CH2:22]3)[C:8]3[N:9]([CH:12]=[CH:11][N:10]=3)[C:4]=2[CH:3]=1. The yield is 0.470. (4) The reactants are [C:1]([C:5]1[CH:10]=[CH:9][CH:8]=[CH:7][C:6]=1[N:11]1[CH2:16][CH2:15][N:14]([C:17]([NH:19][CH2:20][CH2:21][C:22]([O:24]CC)=[O:23])=[O:18])[CH2:13][CH2:12]1)([CH3:4])([CH3:3])[CH3:2].O.[OH-].[Li+].O.Cl. The catalyst is O1CCCC1. The product is [C:1]([C:5]1[CH:10]=[CH:9][CH:8]=[CH:7][C:6]=1[N:11]1[CH2:12][CH2:13][N:14]([C:17]([NH:19][CH2:20][CH2:21][C:22]([OH:24])=[O:23])=[O:18])[CH2:15][CH2:16]1)([CH3:4])([CH3:2])[CH3:3]. The yield is 0.690. (5) The reactants are C1C=CC(P(C2C=CC=CC=2)C2C=CC=CC=2)=CC=1.II.[CH2:22]([O:29][N:30]1[C:36](=[O:37])[N:35]2[CH2:38][C@H:31]1[CH2:32][CH2:33][C@H:34]2[C:39]([NH:41][NH:42][C:43](=O)[CH2:44][CH:45]1[CH2:48][N:47]([C:49]([O:51][C:52]([CH3:55])([CH3:54])[CH3:53])=[O:50])[CH2:46]1)=[O:40])[C:23]1[CH:28]=[CH:27][CH:26]=[CH:25][CH:24]=1. The catalyst is C(Cl)Cl. The product is [CH2:22]([O:29][N:30]1[C:36](=[O:37])[N:35]2[CH2:38][C@H:31]1[CH2:32][CH2:33][C@H:34]2[C:39]1[O:40][C:43]([CH2:44][CH:45]2[CH2:48][N:47]([C:49]([O:51][C:52]([CH3:55])([CH3:53])[CH3:54])=[O:50])[CH2:46]2)=[N:42][N:41]=1)[C:23]1[CH:24]=[CH:25][CH:26]=[CH:27][CH:28]=1. The yield is 0.660.